Dataset: NCI-60 drug combinations with 297,098 pairs across 59 cell lines. Task: Regression. Given two drug SMILES strings and cell line genomic features, predict the synergy score measuring deviation from expected non-interaction effect. (1) Drug 1: CC1=C(N=C(N=C1N)C(CC(=O)N)NCC(C(=O)N)N)C(=O)NC(C(C2=CN=CN2)OC3C(C(C(C(O3)CO)O)O)OC4C(C(C(C(O4)CO)O)OC(=O)N)O)C(=O)NC(C)C(C(C)C(=O)NC(C(C)O)C(=O)NCCC5=NC(=CS5)C6=NC(=CS6)C(=O)NCCC[S+](C)C)O. Drug 2: CCC1(C2=C(COC1=O)C(=O)N3CC4=CC5=C(C=CC(=C5CN(C)C)O)N=C4C3=C2)O.Cl. Cell line: MALME-3M. Synergy scores: CSS=14.7, Synergy_ZIP=-5.40, Synergy_Bliss=-2.37, Synergy_Loewe=0.0995, Synergy_HSA=1.17. (2) Drug 1: C(CCl)NC(=O)N(CCCl)N=O. Drug 2: CC1C(C(CC(O1)OC2CC(CC3=C2C(=C4C(=C3O)C(=O)C5=C(C4=O)C(=CC=C5)OC)O)(C(=O)CO)O)N)O.Cl. Cell line: KM12. Synergy scores: CSS=34.0, Synergy_ZIP=-1.62, Synergy_Bliss=-1.06, Synergy_Loewe=-19.5, Synergy_HSA=1.38. (3) Drug 1: C1=CC=C(C(=C1)C(C2=CC=C(C=C2)Cl)C(Cl)Cl)Cl. Drug 2: CC1C(C(CC(O1)OC2CC(CC3=C2C(=C4C(=C3O)C(=O)C5=C(C4=O)C(=CC=C5)OC)O)(C(=O)CO)O)N)O.Cl. Cell line: UO-31. Synergy scores: CSS=64.1, Synergy_ZIP=-9.21, Synergy_Bliss=-6.09, Synergy_Loewe=-2.86, Synergy_HSA=-1.10. (4) Drug 1: COC1=CC(=CC(=C1O)OC)C2C3C(COC3=O)C(C4=CC5=C(C=C24)OCO5)OC6C(C(C7C(O6)COC(O7)C8=CC=CS8)O)O. Drug 2: CN(C)N=NC1=C(NC=N1)C(=O)N. Cell line: SNB-19. Synergy scores: CSS=38.5, Synergy_ZIP=1.93, Synergy_Bliss=5.20, Synergy_Loewe=-51.7, Synergy_HSA=3.97.